Dataset: Catalyst prediction with 721,799 reactions and 888 catalyst types from USPTO. Task: Predict which catalyst facilitates the given reaction. Reactant: [OH:1][C:2]1[C:7]([CH3:8])=[N:6][N:5]([CH3:9])[C:4](=[O:10])[C:3]=1C(OC)=O.Cl. Product: [OH:1][C:2]1[C:7]([CH3:8])=[N:6][N:5]([CH3:9])[C:4](=[O:10])[CH:3]=1. The catalyst class is: 225.